From a dataset of Reaction yield outcomes from USPTO patents with 853,638 reactions. Predict the reaction yield, written as a fraction of the theoretical maximum amount of product (1.0 means a 100% yield; for example, 0.34 means a 34% yield). (1) The reactants are [C:1]([CH:3]1[CH2:8][CH2:7][N:6]([C:9]([O:11][C:12]([CH3:15])([CH3:14])[CH3:13])=[O:10])[CH2:5][CH:4]1[OH:16])#[N:2].C(C1C(O)CCN(C(OC(C)(C)C)=O)C1)#N.O.[SH2:34].[Na].[Cl-].[NH4+]. The catalyst is CN(C)C=O. The product is [OH:16][CH:4]1[CH:3]([C:1](=[S:34])[NH2:2])[CH2:8][CH2:7][N:6]([C:9]([O:11][C:12]([CH3:13])([CH3:15])[CH3:14])=[O:10])[CH2:5]1. The yield is 0.520. (2) The reactants are Br[C:2]1[CH:7]=[CH:6][C:5]([N:8]2[C:12]([CH2:13][C@@H:14]3[CH2:18][CH2:17][N:16]([C:19]([CH:21]4[CH2:23][CH2:22]4)=[O:20])[CH2:15]3)=[N:11][NH:10][C:9]2=[O:24])=[C:4]([F:25])[CH:3]=1.[C:26]([C:29]1[CH:34]=[CH:33][C:32](B(O)O)=[CH:31][CH:30]=1)(=[O:28])[CH3:27].C(=O)([O-])[O-].[K+].[K+]. The catalyst is O1CCOCC1. The product is [C:26]([C:29]1[CH:34]=[CH:33][C:32]([C:2]2[CH:7]=[CH:6][C:5]([N:8]3[C:12]([CH2:13][C@@H:14]4[CH2:18][CH2:17][N:16]([C:19]([CH:21]5[CH2:23][CH2:22]5)=[O:20])[CH2:15]4)=[N:11][NH:10][C:9]3=[O:24])=[C:4]([F:25])[CH:3]=2)=[CH:31][CH:30]=1)(=[O:28])[CH3:27]. The yield is 0.540. (3) The reactants are Br[C:2]1[C:3]([NH2:9])=[N:4][CH:5]=[C:6]([Br:8])[N:7]=1.[CH3:10][Si:11]([CH3:16])([CH3:15])[CH2:12][C:13]#[CH:14]. The catalyst is C1COCC1.CCOC(C)=O.[Cu]I. The product is [Br:8][C:6]1[N:7]=[C:2]([C:14]#[C:13][CH2:12][Si:11]([CH3:16])([CH3:15])[CH3:10])[C:3]([NH2:9])=[N:4][CH:5]=1. The yield is 0.870. (4) The reactants are [N:1]12[CH2:8][CH2:7][C:4]([C:9]([C:17]3[CH:22]=[CH:21][CH:20]=[CH:19][CH:18]=3)([C:11]3[CH:16]=[CH:15][CH:14]=[CH:13][CH:12]=3)[OH:10])([CH2:5][CH2:6]1)[CH2:3][CH2:2]2.[Br:23][CH2:24][CH2:25][N:26]1[C:34](=[O:35])[C:33]2[C:28](=[CH:29][CH:30]=[CH:31][CH:32]=2)[C:27]1=[O:36]. The catalyst is CC#N. The product is [Br-:23].[O:36]=[C:27]1[C:28]2[C:33](=[CH:32][CH:31]=[CH:30][CH:29]=2)[C:34](=[O:35])[N:26]1[CH2:25][CH2:24][N+:1]12[CH2:6][CH2:5][C:4]([C:9]([OH:10])([C:17]3[CH:22]=[CH:21][CH:20]=[CH:19][CH:18]=3)[C:11]3[CH:12]=[CH:13][CH:14]=[CH:15][CH:16]=3)([CH2:3][CH2:2]1)[CH2:7][CH2:8]2. The yield is 0.518. (5) The reactants are [CH2:1]([NH:8][C:9]([C:11]1[S:15][C:14]([N:16]2[CH2:20][CH2:19][N:18]([CH2:21][C:22]3[CH:23]=[C:24]([CH:30]=[CH:31][CH:32]=3)[C:25]([O:27]CC)=[O:26])[C:17]2=[O:33])=[N:13][C:12]=1[CH3:34])=[O:10])[C:2]1[CH:7]=[CH:6][CH:5]=[CH:4][CH:3]=1.C(NC(C1SC(N2CCN(CC3C=C(C=CC=3)C(OC)=O)C2=O)=NC=1C)=O)C1C=CC=CC=1. No catalyst specified. The product is [CH2:1]([NH:8][C:9]([C:11]1[S:15][C:14]([N:16]2[CH2:20][CH2:19][N:18]([CH2:21][C:22]3[CH:23]=[C:24]([CH:30]=[CH:31][CH:32]=3)[C:25]([OH:27])=[O:26])[C:17]2=[O:33])=[N:13][C:12]=1[CH3:34])=[O:10])[C:2]1[CH:7]=[CH:6][CH:5]=[CH:4][CH:3]=1. The yield is 0.850. (6) The reactants are Cl.Cl.[NH:3]1[CH2:8][CH2:7][CH2:6][C@@H:5]([NH:9][C:10]2[N:15]=[CH:14][C:13](/[CH:16]=[CH:17]/[C:18]([O:20][CH2:21][CH3:22])=[O:19])=[CH:12][CH:11]=2)[CH2:4]1.C(N(CC)CC)C.[Cl:30][C:31]1[CH:39]=[CH:38][C:34]([C:35](Cl)=[O:36])=[CH:33][CH:32]=1.O. The catalyst is CN(C=O)C. The product is [Cl:30][C:31]1[CH:39]=[CH:38][C:34]([C:35]([N:3]2[CH2:8][CH2:7][CH2:6][C@@H:5]([NH:9][C:10]3[N:15]=[CH:14][C:13](/[CH:16]=[CH:17]/[C:18]([O:20][CH2:21][CH3:22])=[O:19])=[CH:12][CH:11]=3)[CH2:4]2)=[O:36])=[CH:33][CH:32]=1. The yield is 0.760.